Dataset: Full USPTO retrosynthesis dataset with 1.9M reactions from patents (1976-2016). Task: Predict the reactants needed to synthesize the given product. (1) Given the product [C:20]1([CH3:19])[CH:4]=[CH:3][CH:2]=[CH:1][C:1]=1[C:2]1[N:6]([CH:7]2[CH2:12][CH2:11][CH2:10][CH2:9][O:8]2)[N:5]=[C:4]([NH2:13])[CH:3]=1, predict the reactants needed to synthesize it. The reactants are: [CH3:1][C:2]1[N:6]([CH:7]2[CH2:12][CH2:11][CH2:10][CH2:9][O:8]2)[N:5]=[C:4]([NH:13]C(=O)C)[CH:3]=1.[OH-].[K+].[CH3:19][CH2:20]O.O. (2) Given the product [ClH:1].[ClH:1].[CH3:7][O:8][CH2:9][CH2:10][NH:11][CH2:12][CH2:13][NH2:14], predict the reactants needed to synthesize it. The reactants are: [ClH:1].C(OCC)C.[CH3:7][O:8][CH2:9][CH2:10][NH:11][CH2:12][CH2:13][NH:14]C(=O)OC(C)(C)C. (3) Given the product [Cl:1][C:2]1[C:3]2[N:4]([C:8]([CH:12]3[CH2:13][CH:14]([OH:16])[CH2:15]3)=[N:9][C:10]=2[I:11])[CH:5]=[CH:6][N:7]=1, predict the reactants needed to synthesize it. The reactants are: [Cl:1][C:2]1[C:3]2[N:4]([C:8]([CH:12]3[CH2:15][C:14](=[O:16])[CH2:13]3)=[N:9][C:10]=2[I:11])[CH:5]=[CH:6][N:7]=1.[BH4-].[Na+]. (4) Given the product [C:14]1([S:20][C:7]2[C:8]3[S:1][CH:2]=[CH:3][C:4]=3[NH:5][C:6]=2[C:9]([NH2:11])=[O:10])[CH:19]=[CH:18][CH:17]=[CH:16][CH:15]=1, predict the reactants needed to synthesize it. The reactants are: [S:1]1[C:8]2[CH:7]=[C:6]([C:9]([NH2:11])=[O:10])[NH:5][C:4]=2[CH:3]=[CH:2]1.[H-].[Na+].[C:14]1([S:20][S:20][C:14]2[CH:19]=[CH:18][CH:17]=[CH:16][CH:15]=2)[CH:19]=[CH:18][CH:17]=[CH:16][CH:15]=1.